This data is from Ames mutagenicity test results for genotoxicity prediction. The task is: Regression/Classification. Given a drug SMILES string, predict its toxicity properties. Task type varies by dataset: regression for continuous values (e.g., LD50, hERG inhibition percentage) or binary classification for toxic/non-toxic outcomes (e.g., AMES mutagenicity, cardiotoxicity, hepatotoxicity). Dataset: ames. (1) The result is 1 (mutagenic). The compound is O=C(O)c1cc([N+](=O)[O-])cc2cccnc12. (2) The molecule is CCC(=O)/C=C/C1C(C)=CCCC1(C)C. The result is 0 (non-mutagenic). (3) The drug is O=CNNc1nc(-c2ccc([N+](=O)[O-])o2)cs1. The result is 1 (mutagenic). (4) The molecule is Cc1cccc2cc3ccc4cccc5ccc(c12)c3c45. The result is 1 (mutagenic). (5) The molecule is Nc1cccc2c(N)cccc12. The result is 1 (mutagenic). (6) The drug is CCCCOc1ccc(N=Nc2ccc(N(CC)CC)cc2)cn1. The result is 1 (mutagenic).